Dataset: Full USPTO retrosynthesis dataset with 1.9M reactions from patents (1976-2016). Task: Predict the reactants needed to synthesize the given product. Given the product [Br:7][C:5]1[N:6]=[C:2]([N:15]2[CH2:16][CH:13]([CH2:12][C:11]([O:10][CH3:9])=[O:17])[CH2:14]2)[S:3][CH:4]=1, predict the reactants needed to synthesize it. The reactants are: Br[C:2]1[S:3][CH:4]=[C:5]([Br:7])[N:6]=1.Cl.[CH3:9][O:10][C:11](=[O:17])[CH2:12][CH:13]1[CH2:16][NH:15][CH2:14]1.C(N(CC)C(C)C)(C)C.